The task is: Predict the product of the given reaction.. This data is from Forward reaction prediction with 1.9M reactions from USPTO patents (1976-2016). (1) Given the reactants [S:1]1[CH:5]=[CH:4][C:3]2[CH:6]=[C:7]([CH2:10][S:11]([NH:14][C@H:15]([C:19]3[CH:24]=[CH:23][CH:22]=[CH:21][CH:20]=3)[C:16](O)=[O:17])(=[O:13])=[O:12])[CH:8]=[CH:9][C:2]1=2.[Si]([O:32][NH2:33])(C(C)(C)C)(C)C.C(OCC)(=O)C.C(=O)([O-])O.[Na+], predict the reaction product. The product is: [S:1]1[CH:5]=[CH:4][C:3]2[CH:6]=[C:7]([CH2:10][S:11]([NH:14][C@H:15]([C:19]3[CH:24]=[CH:23][CH:22]=[CH:21][CH:20]=3)[C:16]([NH:33][OH:32])=[O:17])(=[O:13])=[O:12])[CH:8]=[CH:9][C:2]1=2. (2) Given the reactants Br[C:2]1[CH:7]=[CH:6][C:5]([C:8]2[CH:13]=[CH:12][CH:11]=[CH:10][CH:9]=2)=[C:4]([F:14])[CH:3]=1.C([Li])CCC.CN([CH:23]=[O:24])C, predict the reaction product. The product is: [F:14][C:4]1[CH:3]=[C:2]([CH:23]=[O:24])[CH:7]=[CH:6][C:5]=1[C:8]1[CH:13]=[CH:12][CH:11]=[CH:10][CH:9]=1. (3) Given the reactants [Cl:1][C:2]1[C:7]([C:8](Cl)=[O:9])=[C:6]([F:11])[C:5]([CH3:12])=[CH:4][CH:3]=1.C(P(CCCC)CCCC)CCC.[C:26]1([Mg]Br)[CH:31]=[CH:30][CH:29]=[CH:28][CH:27]=1, predict the reaction product. The product is: [Cl:1][C:2]1[C:7]([C:8]([C:26]2[CH:31]=[CH:30][CH:29]=[CH:28][CH:27]=2)=[O:9])=[C:6]([F:11])[C:5]([CH3:12])=[CH:4][CH:3]=1. (4) The product is: [CH:1]12[CH2:10][CH:5]3[CH2:6][CH:7]([CH2:9][CH:3]([CH2:4]3)[CH:2]1[NH:11][C:12]([C:14]1[CH:15]=[N:16][N:17]([C:20]3[CH:25]=[CH:24][CH:23]=[CH:22][CH:21]=3)[C:18]=1[NH:29][CH2:28][CH2:26][OH:27])=[O:13])[CH2:8]2. Given the reactants [CH:1]12[CH2:10][CH:5]3[CH2:6][CH:7]([CH2:9][CH:3]([CH2:4]3)[CH:2]1[NH:11][C:12]([C:14]1[CH:15]=[N:16][N:17]([C:20]3[CH:25]=[CH:24][CH:23]=[CH:22][CH:21]=3)[C:18]=1Cl)=[O:13])[CH2:8]2.[CH2:26]([CH2:28][NH2:29])[OH:27], predict the reaction product. (5) Given the reactants Cl[C:2]1[N:3]=[C:4]([N:19]2[CH2:24][CH2:23][O:22][CH2:21][CH2:20]2)[C:5]2[S:10][C:9]([CH:11]=[C:12]3[CH2:17][CH2:16][N:15]([CH3:18])[CH2:14][CH2:13]3)=[CH:8][C:6]=2[N:7]=1.CC1(C)C(C)(C)OB([C:33]2[CH:41]=[CH:40][CH:39]=[C:38]3[C:34]=2[CH:35]=[N:36][NH:37]3)O1, predict the reaction product. The product is: [NH:37]1[C:38]2[C:34](=[C:33]([C:2]3[N:3]=[C:4]([N:19]4[CH2:24][CH2:23][O:22][CH2:21][CH2:20]4)[C:5]4[S:10][C:9]([CH:11]=[C:12]5[CH2:17][CH2:16][N:15]([CH3:18])[CH2:14][CH2:13]5)=[CH:8][C:6]=4[N:7]=3)[CH:41]=[CH:40][CH:39]=2)[CH:35]=[N:36]1. (6) Given the reactants [CH3:1][S:2][C:3]1[CH:42]=[CH:41][C:6]([C:7]([N:9]2[CH2:14][CH2:13][CH:12]([C:15]3[CH:36]=[CH:35][C:18]([C:19]([NH:21][C:22]([NH:24]C(OCC4C=CC=CC=4)=O)=[NH:23])=[O:20])=[CH:17][C:16]=3[C:37]([F:40])([F:39])[F:38])[CH2:11][CH2:10]2)=[O:8])=[CH:5][CH:4]=1.C1(SC)C=CC=CC=1, predict the reaction product. The product is: [CH3:1][S:2][C:3]1[CH:4]=[CH:5][C:6]([C:7]([N:9]2[CH2:10][CH2:11][CH:12]([C:15]3[CH:36]=[CH:35][C:18]([C:19]([NH:21][C:22]([NH2:24])=[NH:23])=[O:20])=[CH:17][C:16]=3[C:37]([F:38])([F:39])[F:40])[CH2:13][CH2:14]2)=[O:8])=[CH:41][CH:42]=1. (7) Given the reactants [C:1]([Si:5]([O:8][CH2:9][C:10]1[CH:15]=[CH:14][C:13](I)=[CH:12][C:11]=1[Cl:17])([CH3:7])[CH3:6])([CH3:4])([CH3:3])[CH3:2].[Br:18][C:19]1[CH:24]=[CH:23][C:22](B(O)O)=[CH:21][CH:20]=1, predict the reaction product. The product is: [Br:18][C:19]1[CH:24]=[CH:23][C:22]([C:13]2[CH:14]=[CH:15][C:10]([CH2:9][O:8][Si:5]([C:1]([CH3:4])([CH3:3])[CH3:2])([CH3:7])[CH3:6])=[C:11]([Cl:17])[CH:12]=2)=[CH:21][CH:20]=1.